This data is from Catalyst prediction with 721,799 reactions and 888 catalyst types from USPTO. The task is: Predict which catalyst facilitates the given reaction. (1) Reactant: C([O-])(O)=O.[Na+].[C:6]([O:10][C:11]([N:13]1[CH2:17][C@H:16]([CH2:18][C:19]2[CH:24]=[CH:23][CH:22]=[CH:21][CH:20]=2)[C@@H:15]([CH2:25][N:26]([CH2:34][C:35]2[CH:40]=[CH:39][CH:38]=[C:37]([CH2:41][NH2:42])[CH:36]=2)[C:27]2[CH:32]=[CH:31][C:30]([Cl:33])=[CH:29][CH:28]=2)[CH2:14]1)=[O:12])([CH3:9])([CH3:8])[CH3:7].[CH3:43][C:44](OC(C)=O)=[O:45]. Product: [C:6]([O:10][C:11]([N:13]1[CH2:17][C@H:16]([CH2:18][C:19]2[CH:24]=[CH:23][CH:22]=[CH:21][CH:20]=2)[C@@H:15]([CH2:25][N:26]([CH2:34][C:35]2[CH:40]=[CH:39][CH:38]=[C:37]([CH2:41][NH:42][C:44](=[O:45])[CH3:43])[CH:36]=2)[C:27]2[CH:28]=[CH:29][C:30]([Cl:33])=[CH:31][CH:32]=2)[CH2:14]1)=[O:12])([CH3:9])([CH3:7])[CH3:8]. The catalyst class is: 315. (2) Reactant: [CH3:1][O:2][C:3](=[O:17])[C:4]1[CH:9]=[CH:8][C:7]([C:10]2[O:11][C:12]([CH:15]=O)=[CH:13][CH:14]=2)=[CH:6][CH:5]=1.[N:18]1([CH2:24][CH2:25][CH2:26][N:27]2[C:31](=[O:32])[CH2:30][S:29][C:28]2=[S:33])[CH2:23][CH2:22][O:21][CH2:20][CH2:19]1. Product: [CH3:1][O:2][C:3](=[O:17])[C:4]1[CH:5]=[CH:6][C:7]([C:10]2[O:11][C:12]([CH:15]=[C:30]3[S:29][C:28](=[S:33])[N:27]([CH2:26][CH2:25][CH2:24][N:18]4[CH2:19][CH2:20][O:21][CH2:22][CH2:23]4)[C:31]3=[O:32])=[CH:13][CH:14]=2)=[CH:8][CH:9]=1. The catalyst class is: 360. (3) Reactant: [C:1]1([S:7]([NH:10][C:11]2[CH:12]=[C:13]([O:25][C:26](=[O:33])[C:27]3[CH:32]=[CH:31][CH:30]=[CH:29][CH:28]=3)[CH:14]=[CH:15][C:16]=2[O:17][CH2:18][C:19]2[CH:24]=[CH:23][CH:22]=[CH:21][CH:20]=2)(=[O:9])=[O:8])[CH:6]=[CH:5][CH:4]=[CH:3][CH:2]=1.[H-].[Na+].[H][H].[CH2:38](Cl)[C:39]1[CH:44]=[CH:43][CH:42]=[CH:41][CH:40]=1. Product: [C:1]1([S:7]([N:10]([CH2:38][C:39]2[CH:44]=[CH:43][CH:42]=[CH:41][CH:40]=2)[C:11]2[CH:12]=[C:13]([O:25][C:26](=[O:33])[C:27]3[CH:28]=[CH:29][CH:30]=[CH:31][CH:32]=3)[CH:14]=[CH:15][C:16]=2[O:17][CH2:18][C:19]2[CH:24]=[CH:23][CH:22]=[CH:21][CH:20]=2)(=[O:8])=[O:9])[CH:2]=[CH:3][CH:4]=[CH:5][CH:6]=1. The catalyst class is: 3. (4) Reactant: [CH3:1][O:2][C@@H:3]1[CH2:8][CH2:7][CH2:6][CH2:5][C@H:4]1[O:9][C@@H:10]1[C@H:14]([OH:15])[C@@H:13]([CH2:16][OH:17])[O:12][C@H:11]1[N:18]1[C:27]2[N:26]=[CH:25][N:24]=[C:22]([NH2:23])[C:21]=2[N:20]=[CH:19]1.C[Si](Cl)(C)C.[C:33](Cl)(=[O:40])[C:34]1[CH:39]=[CH:38][CH:37]=[CH:36][CH:35]=1.[OH-].[NH4+]. Product: [C:33]([NH:23][C:22]1[C:21]2[N:20]=[CH:19][N:18]([C:27]=2[N:26]=[CH:25][N:24]=1)[C@@H:11]1[O:12][C@H:13]([CH2:16][OH:17])[C@@H:14]([OH:15])[C@H:10]1[O:9][C@@H:4]1[CH2:5][CH2:6][CH2:7][CH2:8][C@H:3]1[O:2][CH3:1])(=[O:40])[C:34]1[CH:39]=[CH:38][CH:37]=[CH:36][CH:35]=1. The catalyst class is: 228. (5) Reactant: Cl.[C:2]([NH2:10])(=[NH:9])[C:3]1[CH:8]=[CH:7][N:6]=[CH:5][CH:4]=1.[Na].[CH3:12][O:13][C:14](=[O:23])[C:15]([CH:18](OC)OC)=[CH:16]O.O. Product: [CH3:12][O:13][C:14]([C:15]1[CH:16]=[N:9][C:2]([C:3]2[CH:8]=[CH:7][N:6]=[CH:5][CH:4]=2)=[N:10][CH:18]=1)=[O:23]. The catalyst class is: 3. (6) Reactant: [OH:1][C:2]1[CH:3]=[CH:4][CH:5]=[C:6]2[C:11]=1[N:10]=[CH:9][CH:8]=[CH:7]2.[C:12]([Li])([CH3:15])([CH3:14])[CH3:13].C(OO)(C)(C)C.C1(C)C=CC=CC=1. Product: [C:12]([C:9]1[CH:8]=[CH:7][C:6]2[C:11](=[C:2]([OH:1])[CH:3]=[CH:4][CH:5]=2)[N:10]=1)([CH3:15])([CH3:14])[CH3:13]. The catalyst class is: 1. (7) Reactant: [CH3:1][C:2]1[CH:7]=[CH:6][C:5]([O:8][CH2:9][CH2:10][CH3:11])=[C:4]([N+:12]([O-])=O)[CH:3]=1. Product: [CH3:1][C:2]1[CH:7]=[CH:6][C:5]([O:8][CH2:9][CH2:10][CH3:11])=[C:4]([CH:3]=1)[NH2:12]. The catalyst class is: 349.